Dataset: Forward reaction prediction with 1.9M reactions from USPTO patents (1976-2016). Task: Predict the product of the given reaction. Given the reactants C(=O)([O-])[O-].[Cs+].[Cs+].[Cl:7][C:8]1[CH:18]=[CH:17][C:11]2[NH:12][C:13](=[O:16])[CH2:14][S:15][C:10]=2[CH:9]=1.Br[CH:20]([CH3:29])[CH2:21][CH2:22][CH2:23][C:24]([O:26][CH2:27][CH3:28])=[O:25].O, predict the reaction product. The product is: [Cl:7][C:8]1[CH:18]=[CH:17][C:11]2[N:12]([CH2:29][CH2:20][CH2:21][CH2:22][CH2:23][C:24]([O:26][CH2:27][CH3:28])=[O:25])[C:13](=[O:16])[CH2:14][S:15][C:10]=2[CH:9]=1.